Dataset: NCI-60 drug combinations with 297,098 pairs across 59 cell lines. Task: Regression. Given two drug SMILES strings and cell line genomic features, predict the synergy score measuring deviation from expected non-interaction effect. (1) Drug 1: CC1=C(C(CCC1)(C)C)C=CC(=CC=CC(=CC(=O)O)C)C. Drug 2: CC1=C2C(C(=O)C3(C(CC4C(C3C(C(C2(C)C)(CC1OC(=O)C(C(C5=CC=CC=C5)NC(=O)OC(C)(C)C)O)O)OC(=O)C6=CC=CC=C6)(CO4)OC(=O)C)O)C)O. Cell line: CAKI-1. Synergy scores: CSS=24.7, Synergy_ZIP=13.3, Synergy_Bliss=17.0, Synergy_Loewe=12.3, Synergy_HSA=12.6. (2) Cell line: NCI/ADR-RES. Drug 1: C1=CC(=CC=C1CCC2=CNC3=C2C(=O)NC(=N3)N)C(=O)NC(CCC(=O)O)C(=O)O. Drug 2: CN(CCCl)CCCl.Cl. Synergy scores: CSS=15.4, Synergy_ZIP=-5.21, Synergy_Bliss=-3.17, Synergy_Loewe=-4.29, Synergy_HSA=-2.34. (3) Drug 1: CC(C1=C(C=CC(=C1Cl)F)Cl)OC2=C(N=CC(=C2)C3=CN(N=C3)C4CCNCC4)N. Drug 2: C1=NC2=C(N=C(N=C2N1C3C(C(C(O3)CO)O)O)F)N. Cell line: M14. Synergy scores: CSS=-7.31, Synergy_ZIP=-0.651, Synergy_Bliss=-7.63, Synergy_Loewe=-10.7, Synergy_HSA=-11.0. (4) Drug 1: C1CN1C2=NC(=NC(=N2)N3CC3)N4CC4. Drug 2: CCN(CC)CCCC(C)NC1=C2C=C(C=CC2=NC3=C1C=CC(=C3)Cl)OC. Cell line: NCIH23. Synergy scores: CSS=54.7, Synergy_ZIP=-9.76, Synergy_Bliss=-8.15, Synergy_Loewe=-7.16, Synergy_HSA=-4.43. (5) Drug 1: C1=C(C(=O)NC(=O)N1)F. Drug 2: CC1=C(C(=CC=C1)Cl)NC(=O)C2=CN=C(S2)NC3=CC(=NC(=N3)C)N4CCN(CC4)CCO. Cell line: M14. Synergy scores: CSS=17.2, Synergy_ZIP=10.6, Synergy_Bliss=8.66, Synergy_Loewe=-3.49, Synergy_HSA=-2.93. (6) Drug 1: CC1C(C(=O)NC(C(=O)N2CCCC2C(=O)N(CC(=O)N(C(C(=O)O1)C(C)C)C)C)C(C)C)NC(=O)C3=C4C(=C(C=C3)C)OC5=C(C(=O)C(=C(C5=N4)C(=O)NC6C(OC(=O)C(N(C(=O)CN(C(=O)C7CCCN7C(=O)C(NC6=O)C(C)C)C)C)C(C)C)C)N)C. Drug 2: C1=CC=C(C=C1)NC(=O)CCCCCCC(=O)NO. Cell line: SF-268. Synergy scores: CSS=1.48, Synergy_ZIP=0.942, Synergy_Bliss=2.81, Synergy_Loewe=-4.57, Synergy_HSA=-4.87. (7) Drug 1: CC1OCC2C(O1)C(C(C(O2)OC3C4COC(=O)C4C(C5=CC6=C(C=C35)OCO6)C7=CC(=C(C(=C7)OC)O)OC)O)O. Drug 2: CN(CC1=CN=C2C(=N1)C(=NC(=N2)N)N)C3=CC=C(C=C3)C(=O)NC(CCC(=O)O)C(=O)O. Cell line: NCIH23. Synergy scores: CSS=50.6, Synergy_ZIP=-4.94, Synergy_Bliss=-3.25, Synergy_Loewe=-1.23, Synergy_HSA=0.899.